This data is from Human Reference Interactome with 51,813 positive PPI pairs across 8,248 proteins, plus equal number of experimentally-validated negative pairs. The task is: Binary Classification. Given two protein amino acid sequences, predict whether they physically interact or not. (1) Protein 2 (ENSG00000118515) has sequence MTVKTEAAKGTLTYSRMRGMVAILIAFMKQRRMGLNDFIQKIANNSYACKHPEVQSILKISQPQEPELMNANPSPPPSPSQQINLGPSSNPHAKPSDFHFLKVIGKGSFGKVLLARHKAEEVFYAVKVLQKKAILKKKEEKHIMSERNVLLKNVKHPFLVGLHFSFQTADKLYFVLDYINGGELFYHLQRERCFLEPRARFYAAEIASALGYLHSLNIVYRDLKPENILLDSQGHIVLTDFGLCKENIEHNSTTSTFCGTPEYLAPEVLHKQPYDRTVDWWCLGAVLYEMLYGLPPFYSR.... Protein 1 (ENSG00000107960) has sequence MQPGSSRCEEETPSLLWGLDPVFLAFAKLYIRDILDMKESRQVPGVFLYNGHPIKQVDVLGTVIGVRERDAFYSYGVDDSTGVINCICWKKLNTESVSAAPSAARELSLTSQLKKLQETIEQKTKIEIGDTIRVRGSIRTYREEREIHATTYYKVDDPVWNIQIARMLELPTIYRKVYDQPFHSSALEKEEALSNPGALDLPSLTSLLSEKAKEFLMENRVQSFYQQELEMVESLLSLANQPVIHSASSDQVNFKKDTTSKAIHSIFKNAIQLLQEKGLVFQKDDGFDNLYYVTREDKDL.... Result: 0 (the proteins do not interact). (2) Protein 1 (ENSG00000157429) has sequence MAAMPLKAQYQEMVTFEDVAVHFTKTEWTGLSPAQRALYRSVMLENFGNLTALGYPVPKPALISLLERGDMAWGLEAQDDPPAERTKNVCKDVETNIDSESTLIQGISEERDGMMSHGQLKSVPQRTDFPETRNVEKHQDIPTVKNIQGKVPRIPCARKPFICEECGKSFSYFSYYARHQRIHTGEKPFECSECGKAFNGNSSLIRHQRIHTGERPYQCEECGRAFNDNANLIRHQRIHSGDRPYYCTECGNSFTSSSEFVIHQRIHTGEKPYECNECGKAFVGNSPLLRHQKIHTGEKP.... Protein 2 (ENSG00000173068) has sequence MAHLGPTPPPHSLNYKSEDRLSEQDWPAYFKVPCCGVDTSQIEAIRCTLVNCTCECFQPGKINLRTCDQCKHGWVAHALDKLSTQHLYHPTQVEIVQSNVVFDISSLMLYGTQAVPVRLKILLDRLFSVLKQEEVLHILHGLGWTLRDYVRGYILQDAAGKVLDRWAIMSREEEIITLQQFLRFGETKSIVELMAIQEKEGQAVAVPSSKTDSDIRTFIESNNRTRSPSLLAHLENSNPSSIHHFENIPNSLAFLLPFQYINPVSAPLLGLPPNGLLLEQPGLRLREPSLSTQNEYNESS.... Result: 0 (the proteins do not interact). (3) Protein 1 (ENSG00000156170) has sequence MWNWLRLVKDSVSEKTIGLMRMQFWKKTVEDIYCDNPPHQPVAIELWKAVKRHNLTKRWLMKIVDEREKNLDDKAYRNIKELENYAENTQSSLLYLTLEILGIKDLHADHAASHIGKAQGIVTCLRATPYHGSRRKVFLPMDICMLHGVSQEDFLRRNQDKNVRDVIYDIASQAHLHLKHARSFHKTVPVKAFPAFLQTVSLEDFLKKIQRVDFDIFHPSLQQKNTLLPLYLYIQSWRKTY*MAASAHGSVWGPLRLGIPGLCCRRPPLGLYARMRRLPGPEVSGRSVAAASGPGAWGTD.... Protein 2 (ENSG00000177301) has sequence MTVATGDPADEAAALPGHPQDTYDPEADHECCERVVINISGLRFETQLKTLAQFPETLLGDPKKRMRYFDPLRNEYFFDRNRPSFDAILYYYQSGGRLRRPVNVPLDIFSEEIRFYELGEEAMEMFREDEGYIKEEERPLPENEFQRQVWLLFEYPESSGPARIIAIVSVMVILISIVSFCLETLPIFRDENEDMHGSGVTFHTYSNSTIGYQQSTSFTDPFFIVETLCIIWFSFEFLVRFFACPSKAGFFTNIMNIIDIVAIIPYFITLGTELAEKPEDAQQGQQAMSLAILRVIRLVR.... Result: 0 (the proteins do not interact). (4) Protein 1 (ENSG00000100324) has sequence MAAQRRSLLQSEQQPSWTDDLPLCHLSGVGSASNRSYSADGKGTESHPPEDSWLKFRSENNCFLYGVFNGYDGNRVTNFVAQRLSAELLLGQLNAEHAEADVRRVLLQAFDVVERSFLESIDDALAEKASLQSQLPEGVPQHQLPPQYQKILERLKTLEREISGGAMAVVAVLLNNKLYVANVGTNRALLCKSTVDGLQVTQLNVDHTTENEDELFRLSQLGLDAGKIKQVGIICGQESTRRIGDYKVKYGYTDIDLLSAAKSKPIIAEPEIHGAQPLDGVTGFLVLMSEGLYKALEAAH.... Protein 2 (ENSG00000130770) has sequence MAVTALAARTWLGVWGVRTMQARGFGSDQSENVDRGAGSIREAGGAFGKREQAEEERYFRAQSREQLAALKKHHEEEIVHHKKEIERLQKEIERHKQKIKMLKHDD*MAVTALAARTWLGVWGVRTMQARGFGSDQSENVDRGAGSIREAGGAFGKREQAEEERYFR*MAVTALAARTWLGVWGVRTMQARGFGSDQSENVDRGAGSIREAGGAFGKREQAEEERYFRHYRLCFEISLG*MAVTALAARTWLGVWGVRTMQARGFGSDQSENVDRGAGSIREAGGAFGKREQAEEERYFR.... Result: 0 (the proteins do not interact).